From a dataset of Forward reaction prediction with 1.9M reactions from USPTO patents (1976-2016). Predict the product of the given reaction. (1) Given the reactants [CH:1]1([CH2:7][CH2:8][CH2:9][C@@H:10]([C:19]2[O:23][N:22]=[C:21]([CH2:24]OS(C3C=CC(C)=CC=3)(=O)=O)[N:20]=2)[CH2:11][C:12]([O:14][C:15]([CH3:18])([CH3:17])[CH3:16])=[O:13])[CH2:6][CH2:5][CH2:4][CH2:3][CH2:2]1.[NH3:36], predict the reaction product. The product is: [NH2:36][CH2:24][C:21]1[N:20]=[C:19]([C@H:10]([CH2:9][CH2:8][CH2:7][CH:1]2[CH2:6][CH2:5][CH2:4][CH2:3][CH2:2]2)[CH2:11][C:12]([O:14][C:15]([CH3:18])([CH3:17])[CH3:16])=[O:13])[O:23][N:22]=1. (2) Given the reactants [F:1][C:2]([F:17])([F:16])[C:3]([C:5]1[S:6][C:7]([C:10]#[C:11][Si](C)(C)C)=[CH:8][CH:9]=1)=[O:4].[Li+].[OH-], predict the reaction product. The product is: [C:10]([C:7]1[S:6][C:5]([C:3](=[O:4])[C:2]([F:1])([F:17])[F:16])=[CH:9][CH:8]=1)#[CH:11]. (3) The product is: [CH3:1][C:2]1[N:3]([CH:29]([CH3:35])[C:30]([O:32][CH2:33][CH3:34])=[O:31])[C:4]2[CH2:5][C:6]([CH3:28])([CH3:27])[CH2:7][C:8](=[O:26])[C:9]=2[C:10]=1[CH2:11][C:12]1[CH:17]=[CH:16][CH:15]=[CH:14][C:13]=1[S:18]([N:21]1[CH2:25][CH2:24][CH2:23][CH2:22]1)(=[O:20])=[O:19]. Given the reactants [CH3:1][C:2]1[N:3]([CH2:29][C:30]([O:32][CH2:33][CH3:34])=[O:31])[C:4]2[CH2:5][C:6]([CH3:28])([CH3:27])[CH2:7][C:8](=[O:26])[C:9]=2[C:10]=1[CH2:11][C:12]1[CH:17]=[CH:16][CH:15]=[CH:14][C:13]=1[S:18]([N:21]1[CH2:25][CH2:24][CH2:23][CH2:22]1)(=[O:20])=[O:19].[CH3:35][Si]([N-][Si](C)(C)C)(C)C.[Li+].CI, predict the reaction product. (4) Given the reactants [CH3:1][N:2]1[CH:6]=[C:5]([C:7]([OH:9])=O)[N:4]=[CH:3]1.O.ON1C2C=CC=CC=2N=N1.Cl.CN(C)CCCN=C=NCC.[C:33]1([C:39]2[CH:44]=[CH:43][N:42]=[C:41]([CH2:45][NH:46][CH2:47][CH2:48][CH3:49])[CH:40]=2)[CH:38]=[CH:37][CH:36]=[CH:35][CH:34]=1, predict the reaction product. The product is: [CH3:1][N:2]1[CH:6]=[C:5]([C:7]([N:46]([CH2:45][C:41]2[CH:40]=[C:39]([C:33]3[CH:38]=[CH:37][CH:36]=[CH:35][CH:34]=3)[CH:44]=[CH:43][N:42]=2)[CH2:47][CH2:48][CH3:49])=[O:9])[N:4]=[CH:3]1. (5) Given the reactants [C:1]1([C:7]#[C:8][CH2:9][OH:10])[CH:6]=[CH:5][CH:4]=[CH:3][CH:2]=1.[Br:11][C:12]1[CH:17]=[CH:16][C:15]([SH:18])=[CH:14][CH:13]=1.C1(CC(SC2C=CC=CC=2)C(=O)C)C=CC=CC=1, predict the reaction product. The product is: [Br:11][C:12]1[CH:17]=[CH:16][C:15]([S:18][CH:8]([CH2:7][C:1]2[CH:6]=[CH:5][CH:4]=[CH:3][CH:2]=2)[CH:9]=[O:10])=[CH:14][CH:13]=1. (6) Given the reactants [Cl:1][C:2]1[N:6]2[CH:7]=[CH:8][C:9]([CH3:11])=[N:10][C:5]2=[N:4][C:3]=1[CH2:12][C@@H:13]1[CH2:18][CH2:17][CH2:16][CH2:15][N:14]1C(OC(C)(C)C)=O, predict the reaction product. The product is: [Cl:1][C:2]1[N:6]2[CH:7]=[CH:8][C:9]([CH3:11])=[N:10][C:5]2=[N:4][C:3]=1[CH2:12][C@@H:13]1[CH2:18][CH2:17][CH2:16][CH2:15][NH:14]1.